This data is from Full USPTO retrosynthesis dataset with 1.9M reactions from patents (1976-2016). The task is: Predict the reactants needed to synthesize the given product. The reactants are: [OH-].[Na+].[F:3][C:4]([CH3:34])([CH3:33])[CH2:5][N:6]1[C:18]([CH3:20])([CH3:19])[CH2:17][C:16]2[C:15]3[C:10](=[CH:11][CH:12]=[CH:13][CH:14]=3)[NH:9][C:8]=2[CH:7]1[C:21]1[CH:26]=[CH:25][C:24](/[CH:27]=[CH:28]/[C:29]([O:31]C)=[O:30])=[CH:23][CH:22]=1. Given the product [F:3][C:4]([CH3:34])([CH3:33])[CH2:5][N:6]1[C:18]([CH3:20])([CH3:19])[CH2:17][C:16]2[C:15]3[C:10](=[CH:11][CH:12]=[CH:13][CH:14]=3)[NH:9][C:8]=2[CH:7]1[C:21]1[CH:26]=[CH:25][C:24](/[CH:27]=[CH:28]/[C:29]([OH:31])=[O:30])=[CH:23][CH:22]=1, predict the reactants needed to synthesize it.